From a dataset of Forward reaction prediction with 1.9M reactions from USPTO patents (1976-2016). Predict the product of the given reaction. (1) Given the reactants [Cl:1][CH:2]([Cl:11])[C:3](=O)[CH2:4][C:5](=O)[CH:6]([Cl:8])[Cl:7].O.[NH2:13][NH2:14], predict the reaction product. The product is: [Cl:1][CH:2]([Cl:11])[C:3]1[CH:4]=[C:5]([CH:6]([Cl:8])[Cl:7])[NH:14][N:13]=1. (2) Given the reactants [C:1]([O:5][C:6](=[O:17])[C@@H:7]([CH2:9][C:10]([O:12][C:13]([CH3:16])([CH3:15])[CH3:14])=[O:11])[NH2:8])([CH3:4])([CH3:3])[CH3:2].CCN(CC)CC.[Cl:25][C:26]1[C:35]2[C:30](=[CH:31][CH:32]=[C:33]([S:36](Cl)(=[O:38])=[O:37])[CH:34]=2)[C:29]([Cl:40])=[CH:28][N:27]=1, predict the reaction product. The product is: [C:1]([O:5][C:6](=[O:17])[C@@H:7]([CH2:9][C:10]([O:12][C:13]([CH3:16])([CH3:15])[CH3:14])=[O:11])[NH:8][S:36]([C:33]1[CH:34]=[C:35]2[C:30]([C:29]([Cl:40])=[CH:28][N:27]=[C:26]2[Cl:25])=[CH:31][CH:32]=1)(=[O:38])=[O:37])([CH3:3])([CH3:4])[CH3:2].